This data is from Peptide-MHC class II binding affinity with 134,281 pairs from IEDB. The task is: Regression. Given a peptide amino acid sequence and an MHC pseudo amino acid sequence, predict their binding affinity value. This is MHC class II binding data. (1) The peptide sequence is THMWFSRAVAQSILA. The MHC is DRB1_0802 with pseudo-sequence DRB1_0802. The binding affinity (normalized) is 0.886. (2) The peptide sequence is SRKRRSHDVLTVQFL. The MHC is DRB3_0202 with pseudo-sequence DRB3_0202. The binding affinity (normalized) is 0.479. (3) The peptide sequence is MVVERLGDYLVEQGM. The MHC is DRB5_0101 with pseudo-sequence DRB5_0101. The binding affinity (normalized) is 0.246. (4) The peptide sequence is ALSAEYAAVAQELSV. The MHC is HLA-DQA10501-DQB10301 with pseudo-sequence HLA-DQA10501-DQB10301. The binding affinity (normalized) is 0.570. (5) The peptide sequence is KGNFQRLAITKGKVD. The MHC is DRB3_0101 with pseudo-sequence DRB3_0101. The binding affinity (normalized) is 0.281. (6) The peptide sequence is SNFLRGKLKLYTGEA. The MHC is DRB1_1302 with pseudo-sequence DRB1_1302. The binding affinity (normalized) is 0.218. (7) The peptide sequence is NVQSLGWNIITFKDK. The MHC is HLA-DQA10501-DQB10402 with pseudo-sequence HLA-DQA10501-DQB10402. The binding affinity (normalized) is 0.438.